From a dataset of Full USPTO retrosynthesis dataset with 1.9M reactions from patents (1976-2016). Predict the reactants needed to synthesize the given product. (1) Given the product [C:16]1([CH3:26])[CH:17]=[CH:18][C:19]([S:22]([OH:25])(=[O:23])=[O:24])=[CH:20][CH:21]=1.[CH3:1][N:2]([CH3:14])[C@@H:3]([CH3:13])[CH2:4][O:5][C:6]1[CH:7]=[CH:8][C:9]([F:12])=[N:10][CH:11]=1, predict the reactants needed to synthesize it. The reactants are: [CH3:1][N:2]([CH3:14])[C@@H:3]([CH3:13])[CH2:4][O:5][C:6]1[CH:7]=[CH:8][C:9]([F:12])=[N:10][CH:11]=1.O.[C:16]1([CH3:26])[CH:21]=[CH:20][C:19]([S:22]([OH:25])(=[O:24])=[O:23])=[CH:18][CH:17]=1.C(OCC)C. (2) Given the product [CH:1]1([N:7]([CH:20]2[CH2:21][CH2:22][CH2:23][CH2:24][CH2:25]2)[C:8]([NH:10][C:11]2[S:12][C:13]([S:17][CH2:27][CH2:28][N:29]3[CH2:34][CH2:33][CH2:32][CH2:31][CH2:30]3)=[C:14]([CH3:16])[N:15]=2)=[O:9])[CH2:2][CH2:3][CH2:4][CH2:5][CH2:6]1, predict the reactants needed to synthesize it. The reactants are: [CH:1]1([N:7]([CH:20]2[CH2:25][CH2:24][CH2:23][CH2:22][CH2:21]2)[C:8]([NH:10][C:11]2[S:12][C:13]([S:17]C#N)=[C:14]([CH3:16])[N:15]=2)=[O:9])[CH2:6][CH2:5][CH2:4][CH2:3][CH2:2]1.Cl[CH2:27][CH2:28][N:29]1[CH2:34][CH2:33][CH2:32][CH2:31][CH2:30]1. (3) Given the product [NH2:1][C:2]1[C:11]2[N:10]=[CH:9][C:8]([CH2:12][CH2:13][C:14]3[CH:19]=[CH:18][C:17]([O:20][CH3:21])=[CH:16][C:15]=3[CH3:22])=[CH:7][C:6]=2[C:5]2[CH:23]=[CH:24][C:25]([C:27](=[O:39])[C:28]([P:31](=[O:38])([O:35][CH2:36][CH3:37])[O:32][CH2:33][CH3:34])([F:29])[F:30])=[CH:26][C:4]=2[N:3]=1, predict the reactants needed to synthesize it. The reactants are: [NH2:1][C:2]1[C:11]2[N:10]=[CH:9][C:8]([CH2:12][CH2:13][C:14]3[CH:19]=[CH:18][C:17]([O:20][CH3:21])=[CH:16][C:15]=3[CH3:22])=[CH:7][C:6]=2[C:5]2[CH:23]=[CH:24][C:25]([CH:27]([OH:39])[C:28]([P:31](=[O:38])([O:35][CH2:36][CH3:37])[O:32][CH2:33][CH3:34])([F:30])[F:29])=[CH:26][C:4]=2[N:3]=1.CS(C)=O.C(OCC)(=O)C. (4) Given the product [F:15][C:14]([F:17])([F:16])[C:12]1[CH:11]=[C:10]([C:18]2[CH:23]=[CH:22][CH:21]=[C:20]([C:24]([F:27])([F:26])[F:25])[CH:19]=2)[N:9]=[C:8]([C:6]2[CH:5]=[CH:4][N:3]=[C:2]([C:32]3[CH:31]=[N:30][C:29]([NH2:28])=[CH:34][CH:33]=3)[CH:7]=2)[N:13]=1, predict the reactants needed to synthesize it. The reactants are: Cl[C:2]1[CH:7]=[C:6]([C:8]2[N:13]=[C:12]([C:14]([F:17])([F:16])[F:15])[CH:11]=[C:10]([C:18]3[CH:23]=[CH:22][CH:21]=[C:20]([C:24]([F:27])([F:26])[F:25])[CH:19]=3)[N:9]=2)[CH:5]=[CH:4][N:3]=1.[NH2:28][C:29]1[CH:34]=[CH:33][C:32](B2OC(C)(C)C(C)(C)O2)=[CH:31][N:30]=1. (5) Given the product [I:16][C:17]1[CH:25]=[CH:24][C:20]([C:21]([N:11]2[CH2:12][CH2:13][N:8]([C:5]3[CH:6]=[CH:7][C:2]([CH3:1])=[CH:3][C:4]=3[CH:14]=[CH2:15])[CH2:9][CH2:10]2)=[O:22])=[CH:19][CH:18]=1, predict the reactants needed to synthesize it. The reactants are: [CH3:1][C:2]1[CH:7]=[CH:6][C:5]([N:8]2[CH2:13][CH2:12][NH:11][CH2:10][CH2:9]2)=[C:4]([CH:14]=[CH2:15])[CH:3]=1.[I:16][C:17]1[CH:25]=[CH:24][C:20]([C:21](Cl)=[O:22])=[CH:19][CH:18]=1.[OH-].[Na+].